Dataset: Reaction yield outcomes from USPTO patents with 853,638 reactions. Task: Predict the reaction yield, written as a fraction of the theoretical maximum amount of product (1.0 means a 100% yield; for example, 0.34 means a 34% yield). The yield is 0.630. The reactants are [Br:1][C:2]1[CH:3]=[N:4][CH:5]=[C:6]2[C:11]=1[N:10]=[C:9]([C:12]([OH:14])=O)[CH:8]=[CH:7]2.C(N(CC)C(C)C)(C)C.F[P-](F)(F)(F)(F)F.N1(OC(N(C)C)=[N+](C)C)C2N=CC=CC=2N=N1.Cl.[CH3:49][S:50]([C:53]1[CH:54]=[C:55]([CH:59]([NH2:61])[CH3:60])[CH:56]=[CH:57][CH:58]=1)(=[O:52])=[O:51]. The product is [Br:1][C:2]1[CH:3]=[N:4][CH:5]=[C:6]2[C:11]=1[N:10]=[C:9]([C:12]([NH:61][CH:59]([C:55]1[CH:56]=[CH:57][CH:58]=[C:53]([S:50]([CH3:49])(=[O:52])=[O:51])[CH:54]=1)[CH3:60])=[O:14])[CH:8]=[CH:7]2. The catalyst is CN(C)C=O.